Dataset: Reaction yield outcomes from USPTO patents with 853,638 reactions. Task: Predict the reaction yield, written as a fraction of the theoretical maximum amount of product (1.0 means a 100% yield; for example, 0.34 means a 34% yield). (1) The reactants are O[CH:2]1[CH2:7][CH2:6][N:5]([C:8]([O:10][C:11]([CH3:14])([CH3:13])[CH3:12])=[O:9])[CH2:4][CH:3]1[C:15]([O:17][CH3:18])=[O:16].C(N(CC)CC)C.FC(F)(F)C(OC(=O)C(F)(F)F)=O. The catalyst is CN(C)C1C=CN=CC=1.ClCCl. The product is [N:5]1([C:8]([O:10][C:11]([CH3:14])([CH3:13])[CH3:12])=[O:9])[CH2:6][CH2:7][CH:2]=[C:3]([C:15]([O:17][CH3:18])=[O:16])[CH2:4]1. The yield is 0.460. (2) The catalyst is CC(O)=O.O. The product is [OH:9][C:8]1[CH:7]=[CH:6][CH:5]=[C:4]2[C:3]=1[O:14][C:13]([C:15]1[CH:20]=[CH:19][C:18]([OH:21])=[CH:17][CH:16]=1)=[CH:12][C:11]2=[O:23]. The reactants are CO[C:3]1[C:8]([O:9]C)=[CH:7][CH:6]=[CH:5][C:4]=1[C:11](=[O:23])[CH2:12][C:13]([C:15]1[CH:20]=[CH:19][C:18]([O:21]C)=[CH:17][CH:16]=1)=[O:14]. The yield is 0.520.